Dataset: Catalyst prediction with 721,799 reactions and 888 catalyst types from USPTO. Task: Predict which catalyst facilitates the given reaction. (1) Reactant: [N+:1]([C:4]1[CH:5]=[N:6][NH:7][CH:8]=1)([O-:3])=[O:2].C(=O)([O-])[O-].[K+].[K+].[CH3:15][O:16][C:17]1[CH:24]=[CH:23][C:20]([CH2:21]Cl)=[CH:19][CH:18]=1. Product: [CH3:15][O:16][C:17]1[CH:24]=[CH:23][C:20]([CH2:21][N:6]2[CH:5]=[C:4]([N+:1]([O-:3])=[O:2])[CH:8]=[N:7]2)=[CH:19][CH:18]=1. The catalyst class is: 10. (2) Reactant: [Cl-].[Al+3].[Cl-].[Cl-].[C:5]1(=[O:15])[O:10][C:8](=[O:9])[C:7]2=[CH:11][CH:12]=[CH:13][CH:14]=[C:6]12.[CH:16]1[C:24]2[C:23]3[CH:25]=[CH:26][CH:27]=[CH:28][C:22]=3[S:21][C:20]=2[CH:19]=[CH:18][CH:17]=1.Cl. Product: [C:8]([C:7]1[CH:11]=[CH:12][CH:13]=[CH:14][C:6]=1[C:5]([C:26]1[CH:27]=[CH:28][C:22]2[S:21][C:20]3[CH:19]=[CH:18][CH:17]=[CH:16][C:24]=3[C:23]=2[CH:25]=1)=[O:15])([OH:10])=[O:9]. The catalyst class is: 46. (3) The catalyst class is: 31. Product: [NH4+:8].[OH-:12].[F:1][C:2]1[CH:3]=[CH:4][CH:5]=[C:6]2[C:11]=1[N:10]([CH3:9])[C:49](=[O:50])[N:8]([C:13]1[C:14]([CH3:39])=[C:15]([C:19]3[C:31]4[C:30]5[C:25](=[CH:26][C:27]([C:32]([OH:35])([CH3:34])[CH3:33])=[CH:28][CH:29]=5)[NH:24][C:23]=4[C:22]([C:36]([NH2:38])=[O:37])=[CH:21][CH:20]=3)[CH:16]=[CH:17][CH:18]=1)[C:7]2=[O:40]. Reactant: [F:1][C:2]1[CH:3]=[CH:4][CH:5]=[C:6]2[C:11]=1[NH:10][C:9](=[O:12])[N:8]([C:13]1[C:14]([CH3:39])=[C:15]([C:19]3[C:31]4[C:30]5[C:25](=[CH:26][C:27]([C:32]([OH:35])([CH3:34])[CH3:33])=[CH:28][CH:29]=5)[NH:24][C:23]=4[C:22]([C:36]([NH2:38])=[O:37])=[CH:21][CH:20]=3)[CH:16]=[CH:17][CH:18]=1)[C:7]2=[O:40].IC.C([O-])([O-])=O.[Cs+].[Cs+].[CH3:49][OH:50]. (4) Reactant: [CH3:1][C:2]1[C:7]2[C:8]([O:10][C:11]3[C:12]([CH3:23])=[C:13]([O:21][CH3:22])[CH:14]=[C:15]([C:18]([OH:20])=[O:19])[C:16]=3[O:17][C:6]=2[C:5]([CH:24]=[O:25])=[C:4]([OH:26])[CH:3]=1)=[O:9].[CH3:27]I.O. Product: [CH3:27][O:19][C:18]([C:15]1[C:16]2[O:17][C:6]3[C:5]([CH:24]=[O:25])=[C:4]([OH:26])[CH:3]=[C:2]([CH3:1])[C:7]=3[C:8](=[O:9])[O:10][C:11]=2[C:12]([CH3:23])=[C:13]([O:21][CH3:22])[CH:14]=1)=[O:20]. The catalyst class is: 3. (5) Reactant: [F:1][C:2]([F:22])([C:15]1[CH:20]=[CH:19][C:18]([F:21])=[CH:17][CH:16]=1)[C:3]([NH:5][C:6]1[S:7][C:8]([CH3:14])=[CH:9][C:10]=1[C:11]([NH2:13])=[O:12])=O.C[Si](Cl)(C)C. Product: [F:1][C:2]([F:22])([C:15]1[CH:20]=[CH:19][C:18]([F:21])=[CH:17][CH:16]=1)[C:3]1[NH:13][C:11](=[O:12])[C:10]2[CH:9]=[C:8]([CH3:14])[S:7][C:6]=2[N:5]=1. The catalyst class is: 26. (6) Product: [CH3:2][C:1]1[C:4]([CH2:5][C:6]([O:8][CH2:9][CH3:10])=[O:7])=[C:11]([CH3:12])[NH:16][N:15]=1. Reactant: [C:1]([CH:4]([C:11](=O)[CH3:12])[CH2:5][C:6]([O:8][CH2:9][CH3:10])=[O:7])(=O)[CH3:2].O.[NH2:15][NH2:16]. The catalyst class is: 8. (7) Reactant: Br[C:2]1[N:6]2[N:7]=[C:8]([NH:11][CH2:12][CH2:13][CH2:14][C:15]([O:17][CH2:18][CH3:19])=[O:16])[CH:9]=[CH:10][C:5]2=[N:4][CH:3]=1.[C:20]([C:23]1[S:27][C:26](B(O)O)=[CH:25][CH:24]=1)(=[O:22])[CH3:21]. Product: [C:20]([C:23]1[S:27][C:26]([C:2]2[N:6]3[N:7]=[C:8]([NH:11][CH2:12][CH2:13][CH2:14][C:15]([O:17][CH2:18][CH3:19])=[O:16])[CH:9]=[CH:10][C:5]3=[N:4][CH:3]=2)=[CH:25][CH:24]=1)(=[O:22])[CH3:21]. The catalyst class is: 66.